Dataset: Forward reaction prediction with 1.9M reactions from USPTO patents (1976-2016). Task: Predict the product of the given reaction. (1) Given the reactants [CH3:1][O:2][C:3]1[CH:4]=[C:5]2[C:9](=[CH:10][C:11]=1[O:12][CH3:13])[NH:8][C:7](=[O:14])[C:6]2=[O:15].[CH3:16][O:17][C:18]1[CH:23]=[C:22]([O:24][CH3:25])[CH:21]=[CH:20][C:19]=1Br, predict the reaction product. The product is: [CH3:16][O:17][C:18]1[CH:23]=[C:22]([O:24][CH3:25])[CH:21]=[CH:20][C:19]=1[C:6]1([OH:15])[C:5]2[C:9](=[CH:10][C:11]([O:12][CH3:13])=[C:3]([O:2][CH3:1])[CH:4]=2)[NH:8][C:7]1=[O:14]. (2) Given the reactants [N+:1]([C:4]1[CH:9]=[C:8]([C:10]2[S:11][C:12]3[CH:18]=[C:17]([O:19]C)[CH:16]=[CH:15][C:13]=3[CH:14]=2)[CH:7]=[CH:6][N:5]=1)([O-:3])=[O:2].[N+](C1C=C(C2OC3C=C(O)C=CC=3C=2)C=CN=1)([O-])=O, predict the reaction product. The product is: [N+:1]([C:4]1[CH:9]=[C:8]([C:10]2[S:11][C:12]3[CH:18]=[C:17]([OH:19])[CH:16]=[CH:15][C:13]=3[CH:14]=2)[CH:7]=[CH:6][N:5]=1)([O-:3])=[O:2]. (3) Given the reactants CO[C:3]([C:5]1[C:6]([OH:31])=[C:7]2[C:12](=[CH:13][N:14]=1)[N:11](CC1C=CC=CC=1)[C:10](=[O:22])[C:9]([C:23]1[CH:28]=[CH:27][CH:26]=[C:25]([O:29][CH3:30])[CH:24]=1)=[CH:8]2)=[O:4].[NH2:32][CH2:33][CH2:34][C:35]([OH:37])=[O:36].C[O-].[Na+], predict the reaction product. The product is: [CH2:9]([N:14]1[CH:13]=[C:12]2[C:7](=[CH:8][CH:9]([C:23]3[CH:28]=[CH:27][CH:26]=[C:25]([O:29][CH3:30])[CH:24]=3)[C:10](=[O:22])[NH:11]2)[C:6]([OH:31])=[C:5]1[C:3]([NH:32][CH2:33][CH2:34][C:35]([OH:37])=[O:36])=[O:4])[C:23]1[CH:28]=[CH:27][CH:26]=[CH:25][CH:24]=1. (4) Given the reactants [CH3:1][C@H:2]1[CH2:11][C@@H:10]([NH:12][C:13]2[CH:18]=[CH:17][CH:16]=[CH:15][CH:14]=2)[C:9]2[C:4](=[CH:5][CH:6]=[CH:7][CH:8]=2)[NH:3]1.[C:19](=[O:22])([O-])[O-].[K+].[K+].Br[CH2:26][C:27]1[CH:32]=[CH:31][CH:30]=[C:29]([O:33][CH3:34])[CH:28]=1.[I-].[K+].[CH3:37]N(C)C=O, predict the reaction product. The product is: [CH3:34][O:33][C:29]1[CH:28]=[C:27]([CH:32]=[CH:31][CH:30]=1)[CH2:26][N:3]1[C:4]2[C:9](=[CH:8][CH:7]=[CH:6][CH:5]=2)[C@H:10]([N:12]([C:13]2[CH:18]=[CH:17][CH:16]=[CH:15][CH:14]=2)[C:19](=[O:22])[CH3:37])[CH2:11][C@@H:2]1[CH3:1]. (5) Given the reactants [F:1][C:2]1[CH:21]=[CH:20][C:5]2[C:6]([C:9]3[CH:14]=[CH:13][C:12]([O:15][CH2:16][C@H:17]4[CH2:19][O:18]4)=[CH:11][CH:10]=3)=[N:7][O:8][C:4]=2[CH:3]=1.[CH2:22]1[C:30]2[C:25](=[CH:26][CH:27]=[CH:28][CH:29]=2)[C@H:24]([NH2:31])[C@@H:23]1[OH:32], predict the reaction product. The product is: [F:1][C:2]1[CH:21]=[CH:20][C:5]2[C:6]([C:9]3[CH:10]=[CH:11][C:12]([O:15][CH2:16][CH:17]([OH:18])[CH2:19][NH:31][C@@H:24]4[C:25]5[C:30](=[CH:29][CH:28]=[CH:27][CH:26]=5)[CH2:22][CH:23]4[OH:32])=[CH:13][CH:14]=3)=[N:7][O:8][C:4]=2[CH:3]=1. (6) Given the reactants C([N-]C(C)C)(C)C.[Li+].[CH3:9][C:10]1[CH:11]=[C:12]([NH:21][C:22]2[N:27]=[C:26]([C:28]([F:31])([F:30])[F:29])[CH:25]=[CH:24][N:23]=2)[CH:13]=[C:14]([C:16]2[S:20][CH:19]=[N:18][CH:17]=2)[CH:15]=1.[Br:32]Br, predict the reaction product. The product is: [Br:32][C:19]1[S:20][C:16]([C:14]2[CH:13]=[C:12]([NH:21][C:22]3[N:27]=[C:26]([C:28]([F:29])([F:31])[F:30])[CH:25]=[CH:24][N:23]=3)[CH:11]=[C:10]([CH3:9])[CH:15]=2)=[CH:17][N:18]=1. (7) The product is: [CH2:35]([O:8][C:7]1[CH:6]=[CH:5][C:4]([N:9]2[C:14](=[O:15])[C:13]([CH2:16][C:17]3[CH:22]=[CH:21][C:20]([C:23]4[C:24]([C:29]#[N:30])=[CH:25][CH:26]=[CH:27][CH:28]=4)=[CH:19][CH:18]=3)=[C:12]([CH2:31][CH2:32][CH3:33])[N:11]=[C:10]2[CH3:34])=[CH:3][C:2]=1[F:1])[CH3:36]. Given the reactants [F:1][C:2]1[CH:3]=[C:4]([N:9]2[C:14](=[O:15])[C:13]([CH2:16][C:17]3[CH:22]=[CH:21][C:20]([C:23]4[C:24]([C:29]#[N:30])=[CH:25][CH:26]=[CH:27][CH:28]=4)=[CH:19][CH:18]=3)=[C:12]([CH2:31][CH2:32][CH3:33])[N:11]=[C:10]2[CH3:34])[CH:5]=[CH:6][C:7]=1[OH:8].[CH2:35](I)[CH3:36].C(=O)([O-])[O-].[Cs+].[Cs+].C(OCC)(=O)C, predict the reaction product.